This data is from Forward reaction prediction with 1.9M reactions from USPTO patents (1976-2016). The task is: Predict the product of the given reaction. (1) Given the reactants [CH2:1]=[CH:2][C:3]1[CH:8]=[CH:7][CH:6]=[CH:5][CH:4]=1.[CH:9]1([O:15][S:16]([C:19]2[CH:24]=[CH:23][C:22]([CH:25]=[CH2:26])=[CH:21][CH:20]=2)(=[O:18])=[O:17])[CH2:14][CH2:13][CH2:12][CH2:11][CH2:10]1.N(C(C)(CC(C)C)C#N)=NC(C)(CC(C)C)C#N, predict the reaction product. The product is: [CH2:1]=[CH:2][C:3]1[CH:8]=[CH:7][CH:6]=[CH:5][CH:4]=1.[CH:9]1([O:15][S:16]([C:19]2[CH:24]=[CH:23][C:22]([CH:25]=[CH2:26])=[CH:21][CH:20]=2)(=[O:18])=[O:17])[CH2:14][CH2:13][CH2:12][CH2:11][CH2:10]1. (2) Given the reactants [C:13]1([S:12][S:12][C:13]2[C:22]3[C:17](=[CH:18][CH:19]=[CH:20][CH:21]=3)[CH:16]=[CH:15][CH:14]=2)[C:22]2[C:17](=[CH:18][CH:19]=[CH:20][CH:21]=2)[CH:16]=[CH:15][CH:14]=1.[F:23][C:24]1[CH:25]=[C:26]([C:41]([CH3:43])=[CH2:42])[C:27]2[CH:28]=[C:29]3[CH:35]([CH2:36][C:37]([O:39]C)=[O:38])[CH2:34][CH2:33][N:30]3[C:31]=2[CH:32]=1, predict the reaction product. The product is: [F:23][C:24]1[CH:25]=[C:26]([CH:41]([CH3:43])[CH3:42])[C:27]2[C:28]([S:12][C:13]3[C:22]4[C:17](=[CH:18][CH:19]=[CH:20][CH:21]=4)[CH:16]=[CH:15][CH:14]=3)=[C:29]3[CH:35]([CH2:36][C:37]([OH:39])=[O:38])[CH2:34][CH2:33][N:30]3[C:31]=2[CH:32]=1. (3) Given the reactants [NH2:1][C:2]1[CH:7]=[CH:6][C:5]([SH:8])=[CH:4][CH:3]=1.[OH-].[Na+].Br[CH2:12][C:13]1[O:17][N:16]=[CH:15][CH:14]=1, predict the reaction product. The product is: [O:17]1[C:13]([CH2:12][S:8][C:5]2[CH:6]=[CH:7][C:2]([NH2:1])=[CH:3][CH:4]=2)=[CH:14][CH:15]=[N:16]1. (4) Given the reactants [Cl:1][C:2]1[CH:10]=[C:9]([Cl:11])[CH:8]=[CH:7][C:3]=1[CH2:4][CH2:5][NH2:6].C(N(C(C)C)CC)(C)C.[Cl:21][CH:22]([CH3:26])[C:23](Cl)=[O:24], predict the reaction product. The product is: [Cl:21][CH:22]([CH3:26])[C:23]([NH:6][CH2:5][CH2:4][C:3]1[CH:7]=[CH:8][C:9]([Cl:11])=[CH:10][C:2]=1[Cl:1])=[O:24]. (5) Given the reactants [CH3:1][NH:2][C:3]1[CH:4]=[N:5][CH:6]=[CH:7][C:8]=1[C:9]1[CH:14]=[CH:13][CH:12]=[CH:11][C:10]=1[CH3:15].[C:16]([C:18]1[CH:19]=[C:20]([CH:24]=[C:25]([C:27]([F:30])([F:29])[F:28])[CH:26]=1)[C:21]([OH:23])=O)#[N:17], predict the reaction product. The product is: [C:16]([C:18]1[CH:19]=[C:20]([CH:24]=[C:25]([C:27]([F:30])([F:29])[F:28])[CH:26]=1)[C:21]([N:2]([CH3:1])[C:3]1[CH:4]=[N:5][CH:6]=[CH:7][C:8]=1[C:9]1[CH:14]=[CH:13][CH:12]=[CH:11][C:10]=1[CH3:15])=[O:23])#[N:17]. (6) Given the reactants [Cl:1][C:2]1[CH:7]=[CH:6][C:5]([S:8]([NH:11][CH2:12][C:13]2([CH2:18][C:19]3[CH:24]=[CH:23][C:22]([CH2:25][CH2:26][OH:27])=[CH:21][CH:20]=3)[CH2:17][CH2:16][CH2:15][CH2:14]2)(=[O:10])=[O:9])=[CH:4][CH:3]=1.F[C:29]1[CH:34]=[CH:33][CH:32]=[CH:31][N:30]=1.C(=O)([O-])[O-].[K+].[K+], predict the reaction product. The product is: [Cl:1][C:2]1[CH:3]=[CH:4][C:5]([S:8]([NH:11][CH2:12][C:13]2([CH2:18][C:19]3[CH:24]=[CH:23][C:22]([CH2:25][CH2:26][O:27][C:29]4[CH:34]=[CH:33][CH:32]=[CH:31][N:30]=4)=[CH:21][CH:20]=3)[CH2:14][CH2:15][CH2:16][CH2:17]2)(=[O:9])=[O:10])=[CH:6][CH:7]=1.